Task: Regression. Given two drug SMILES strings and cell line genomic features, predict the synergy score measuring deviation from expected non-interaction effect.. Dataset: NCI-60 drug combinations with 297,098 pairs across 59 cell lines (1) Drug 1: CS(=O)(=O)C1=CC(=C(C=C1)C(=O)NC2=CC(=C(C=C2)Cl)C3=CC=CC=N3)Cl. Drug 2: C1=NC(=NC(=O)N1C2C(C(C(O2)CO)O)O)N. Cell line: KM12. Synergy scores: CSS=17.7, Synergy_ZIP=0.236, Synergy_Bliss=2.43, Synergy_Loewe=-0.133, Synergy_HSA=0.0746. (2) Drug 1: COC1=CC(=CC(=C1O)OC)C2C3C(COC3=O)C(C4=CC5=C(C=C24)OCO5)OC6C(C(C7C(O6)COC(O7)C8=CC=CS8)O)O. Drug 2: CC1C(C(CC(O1)OC2CC(OC(C2O)C)OC3=CC4=CC5=C(C(=O)C(C(C5)C(C(=O)C(C(C)O)O)OC)OC6CC(C(C(O6)C)O)OC7CC(C(C(O7)C)O)OC8CC(C(C(O8)C)O)(C)O)C(=C4C(=C3C)O)O)O)O. Cell line: NCIH23. Synergy scores: CSS=59.5, Synergy_ZIP=1.03, Synergy_Bliss=2.44, Synergy_Loewe=-2.36, Synergy_HSA=2.77. (3) Drug 1: C1CCN(CC1)CCOC2=CC=C(C=C2)C(=O)C3=C(SC4=C3C=CC(=C4)O)C5=CC=C(C=C5)O. Drug 2: C(CN)CNCCSP(=O)(O)O. Cell line: SNB-19. Synergy scores: CSS=-0.608, Synergy_ZIP=0.810, Synergy_Bliss=3.01, Synergy_Loewe=0.910, Synergy_HSA=1.39. (4) Drug 1: C1=C(C(=O)NC(=O)N1)F. Drug 2: CN(C(=O)NC(C=O)C(C(C(CO)O)O)O)N=O. Cell line: HL-60(TB). Synergy scores: CSS=33.0, Synergy_ZIP=-21.8, Synergy_Bliss=-33.8, Synergy_Loewe=-42.9, Synergy_HSA=-30.8. (5) Drug 1: CC1=C(C(CCC1)(C)C)C=CC(=CC=CC(=CC(=O)O)C)C. Synergy scores: CSS=7.54, Synergy_ZIP=-2.30, Synergy_Bliss=0.644, Synergy_Loewe=-3.31, Synergy_HSA=-1.22. Cell line: HCT116. Drug 2: CC12CCC3C(C1CCC2OP(=O)(O)O)CCC4=C3C=CC(=C4)OC(=O)N(CCCl)CCCl.[Na+].